From a dataset of Reaction yield outcomes from USPTO patents with 853,638 reactions. Predict the reaction yield, written as a fraction of the theoretical maximum amount of product (1.0 means a 100% yield; for example, 0.34 means a 34% yield). (1) The reactants are [CH3:1][C:2]1[C:6]([C:7]2[CH:8]=[C:9]([CH:11]=[CH:12][CH:13]=2)[NH2:10])=[C:5]([CH3:14])[O:4][N:3]=1.C(O[CH:18]=[C:19]([C:25]([O:27][CH2:28][CH3:29])=[O:26])[C:20]([O:22][CH2:23][CH3:24])=[O:21])C. No catalyst specified. The product is [CH3:1][C:2]1[C:6]([C:7]2[CH:8]=[C:9]([NH:10][CH:18]=[C:19]([C:20]([O:22][CH2:23][CH3:24])=[O:21])[C:25]([O:27][CH2:28][CH3:29])=[O:26])[CH:11]=[CH:12][CH:13]=2)=[C:5]([CH3:14])[O:4][N:3]=1. The yield is 0.520. (2) The reactants are [F:1][C:2]1[CH:3]=[C:4]([C@H:10]2[CH2:14][CH2:13][CH2:12][N:11]2[C:15]2[CH:20]=[CH:19][N:18]3[N:21]=[CH:22][C:23]([C:24]([OH:26])=O)=[C:17]3[N:16]=2)[C:5]([O:8][CH3:9])=[N:6][CH:7]=1.CN(C(ON1N=NC2C=CC=NC1=2)=[N+](C)C)C.F[P-](F)(F)(F)(F)F.CCN(C(C)C)C(C)C.[NH2:60][CH2:61][CH2:62][OH:63]. The catalyst is CN(C=O)C. The product is [F:1][C:2]1[CH:3]=[C:4]([C@H:10]2[CH2:14][CH2:13][CH2:12][N:11]2[C:15]2[CH:20]=[CH:19][N:18]3[N:21]=[CH:22][C:23]([C:24]([NH:60][CH2:61][CH2:62][OH:63])=[O:26])=[C:17]3[N:16]=2)[C:5]([O:8][CH3:9])=[N:6][CH:7]=1. The yield is 0.850. (3) The reactants are [BH4-].[Li+].[CH2:3]([N:10]([CH2:18][C:19]1[CH:24]=[CH:23][CH:22]=[CH:21][CH:20]=1)[CH2:11][C@H:12]([F:17])[C:13](OC)=[O:14])[C:4]1[CH:9]=[CH:8][CH:7]=[CH:6][CH:5]=1. The catalyst is C1COCC1. The product is [CH2:18]([N:10]([CH2:3][C:4]1[CH:5]=[CH:6][CH:7]=[CH:8][CH:9]=1)[CH2:11][C@H:12]([F:17])[CH2:13][OH:14])[C:19]1[CH:20]=[CH:21][CH:22]=[CH:23][CH:24]=1. The yield is 0.920. (4) The reactants are OS(O)(=O)=O.[BrH:6].[NH2:7][C:8]1[C:9]([C:17]2[S:18][C:19]3[CH:25]=[CH:24][CH:23]=[CH:22][C:20]=3[N:21]=2)=[C:10]([CH2:13][CH2:14][CH2:15]O)[NH:11][N:12]=1.[OH-].[Na+]. No catalyst specified. The product is [S:18]1[C:19]2[CH:25]=[CH:24][CH:23]=[CH:22][C:20]=2[N:21]=[C:17]1[C:9]1[C:10]([CH2:13][CH2:14][CH2:15][Br:6])=[N:11][NH:12][C:8]=1[NH2:7]. The yield is 0.800.